From a dataset of Reaction yield outcomes from USPTO patents with 853,638 reactions. Predict the reaction yield, written as a fraction of the theoretical maximum amount of product (1.0 means a 100% yield; for example, 0.34 means a 34% yield). (1) The catalyst is C(O)(C)C.O. The product is [CH3:32][O:31][C:30]1[C:14]([NH:13][C:2]2[N:7]=[C:6]([NH:54][C:49]3[CH:50]=[CH:51][CH:52]=[CH:53][C:48]=3[S:45]([CH:43]([CH3:44])[CH3:42])(=[O:47])=[O:46])[C:5]([C:9]([F:12])([F:11])[F:10])=[CH:4][N:3]=2)=[CH:15][C:16]2[CH2:22][CH2:21][N:20]([CH2:23][C:24]([N:26]([CH3:28])[CH3:27])=[O:25])[CH2:19][CH2:18][C:17]=2[CH:29]=1. The yield is 0.0400. The reactants are Cl[CH:2]1[N:7](Cl)[CH:6]=[C:5]([C:9]([F:12])([F:11])[F:10])[CH:4]=[N:3]1.[NH2:13][C:14]1[C:30]([O:31][CH3:32])=[CH:29][C:17]2[CH2:18][CH2:19][N:20]([CH2:23][C:24]([N:26]([CH3:28])[CH3:27])=[O:25])[CH2:21][CH2:22][C:16]=2[CH:15]=1.C(N(CC)C(C)C)(C)C.[CH3:42][CH:43]([S:45]([C:48]1[CH:53]=[CH:52][CH:51]=[CH:50][C:49]=1[NH2:54])(=[O:47])=[O:46])[CH3:44].C12(CS(O)(=O)=O)C(C)(C)C(CC1)CC2=O. (2) The reactants are [F:1][C:2]1[N:7]=[C:6]([CH:8]([OH:27])[CH:9]([CH2:13][C:14]2[CH:19]=[CH:18][CH:17]=[C:16]([O:20][C:21]([F:26])([F:25])[CH:22]([F:24])[F:23])[CH:15]=2)C(O)=O)[CH:5]=[CH:4][CH:3]=1.C1(P(N=[N+]=[N-])(C2C=CC=CC=2)=O)C=CC=CC=1.C([N:47]([CH2:50]C)CC)C.[OH2:52]. The catalyst is O1CCCC1. The product is [F:1][C:2]1[N:7]=[C:6]([CH:8]2[O:27][C:50](=[O:52])[NH:47][CH:9]2[CH2:13][C:14]2[CH:19]=[CH:18][CH:17]=[C:16]([O:20][C:21]([F:25])([F:26])[CH:22]([F:23])[F:24])[CH:15]=2)[CH:5]=[CH:4][CH:3]=1. The yield is 0.650. (3) The reactants are [C:1]1([CH:7]([C:36]2[CH:41]=[CH:40][CH:39]=[CH:38][CH:37]=2)[CH2:8][NH:9][C:10]2[C:19]3[C:14](=[CH:15][CH:16]=[CH:17][CH:18]=3)[N:13]=[C:12]([C:20]3[CH:21]=[C:22]4[C:26](=[CH:27][CH:28]=3)[N:25](C(OC(C)(C)C)=O)[CH2:24][CH2:23]4)[N:11]=2)[CH:6]=[CH:5][CH:4]=[CH:3][CH:2]=1. The catalyst is C(O)(C(F)(F)F)=O.C(Cl)Cl. The product is [C:36]1([CH:7]([C:1]2[CH:6]=[CH:5][CH:4]=[CH:3][CH:2]=2)[CH2:8][NH:9][C:10]2[C:19]3[C:14](=[CH:15][CH:16]=[CH:17][CH:18]=3)[N:13]=[C:12]([C:20]3[CH:21]=[C:22]4[C:26](=[CH:27][CH:28]=3)[NH:25][CH2:24][CH2:23]4)[N:11]=2)[CH:37]=[CH:38][CH:39]=[CH:40][CH:41]=1. The yield is 0.860.